From a dataset of Peptide-MHC class II binding affinity with 134,281 pairs from IEDB. Regression. Given a peptide amino acid sequence and an MHC pseudo amino acid sequence, predict their binding affinity value. This is MHC class II binding data. (1) The binding affinity (normalized) is 0.0693. The MHC is DRB4_0101 with pseudo-sequence DRB4_0103. The peptide sequence is AAGGWDSLAAELATT. (2) The peptide sequence is VCGVSAARLTPCGTG. The binding affinity (normalized) is 0.265. The MHC is DRB1_0401 with pseudo-sequence DRB1_0401. (3) The peptide sequence is AYGSFVRTVSLPVGA. The MHC is DRB1_0701 with pseudo-sequence DRB1_0701. The binding affinity (normalized) is 0.871. (4) The peptide sequence is YFKVAATAANAAPAN. The MHC is DRB1_0701 with pseudo-sequence DRB1_0701. The binding affinity (normalized) is 0.570. (5) The MHC is DRB1_0802 with pseudo-sequence DRB1_0802. The binding affinity (normalized) is 0.613. The peptide sequence is SFGIVVAWQVKLLPV.